Dataset: Full USPTO retrosynthesis dataset with 1.9M reactions from patents (1976-2016). Task: Predict the reactants needed to synthesize the given product. (1) Given the product [Cl:20][C:16]([C:12]1([CH3:19])[CH2:13][CH2:14][CH2:15][N:11]1[C:9]([O:8][CH2:1][C:2]1[CH:7]=[CH:6][CH:5]=[CH:4][CH:3]=1)=[O:10])=[O:17], predict the reactants needed to synthesize it. The reactants are: [CH2:1]([O:8][C:9]([N:11]1[CH2:15][CH2:14][CH2:13][C:12]1([CH3:19])[C:16](O)=[O:17])=[O:10])[C:2]1[CH:7]=[CH:6][CH:5]=[CH:4][CH:3]=1.[Cl:20]CCl. (2) Given the product [Cl:14][C:15]1[C:20]([Cl:21])=[CH:19][CH:18]=[CH:17][C:16]=1[O:10][CH:8]1[CH2:9][N:4]([CH2:3][CH2:2][F:1])[CH2:5][C:6]2[CH:13]=[CH:12][S:11][C:7]1=2, predict the reactants needed to synthesize it. The reactants are: [F:1][CH2:2][CH2:3][N:4]1[CH2:9][CH:8]([OH:10])[C:7]2[S:11][CH:12]=[CH:13][C:6]=2[CH2:5]1.[Cl:14][C:15]1[C:20]([Cl:21])=[CH:19][CH:18]=[CH:17][C:16]=1F. (3) Given the product [Br:2][C:3]1[CH:4]=[CH:5][C:6]2[CH:9]=[CH:10][C:11]3[C:12]([C:7]=2[CH:8]=1)=[CH:13][CH:14]=[CH:15][CH:16]=3, predict the reactants needed to synthesize it. The reactants are: O.[Br:2][C:3]1[CH:8]=[CH:7][C:6]([CH:9]=[CH:10][C:11]2[CH:16]=[CH:15][CH:14]=[CH:13][CH:12]=2)=[CH:5][CH:4]=1.II. (4) The reactants are: [C:1]([O:5][C:6]([N:8]1[C:17]2[C:12](=[CH:13][C:14]([O:18][CH2:19][CH2:20][CH2:21][CH2:22][CH2:23]Br)=[CH:15][CH:16]=2)[CH2:11][CH2:10][CH2:9]1)=[O:7])([CH3:4])([CH3:3])[CH3:2].[CH2:25]([NH:28][CH3:29])[CH:26]=[CH2:27].C([O-])([O-])=O.[K+].[K+]. Given the product [C:1]([O:5][C:6]([N:8]1[C:17]2[C:12](=[CH:13][C:14]([O:18][CH2:19][CH2:20][CH2:21][CH2:22][CH2:23][N:28]([CH2:25][CH:26]=[CH2:27])[CH3:29])=[CH:15][CH:16]=2)[CH2:11][CH2:10][CH2:9]1)=[O:7])([CH3:4])([CH3:3])[CH3:2], predict the reactants needed to synthesize it. (5) Given the product [NH2:1][C:2]1[C:3]2[N:20]([CH2:21][CH2:22][CH2:23][CH2:24][CH2:25][OH:26])[C:9]([NH:11][C:12]3[CH:17]=[CH:16][C:15]([Cl:18])=[CH:14][C:13]=3[Cl:19])=[N:8][C:4]=2[CH:5]=[CH:6][CH:7]=1, predict the reactants needed to synthesize it. The reactants are: [NH2:1][C:2]1[C:3]([NH:20][CH2:21][CH2:22][CH2:23][CH2:24][CH2:25][OH:26])=[C:4]([NH:8][C:9]([NH:11][C:12]2[CH:17]=[CH:16][C:15]([Cl:18])=[CH:14][C:13]=2[Cl:19])=S)[CH:5]=[CH:6][CH:7]=1.Cl.C(N=C=NCCCN(C)C)C. (6) Given the product [Cl:38][C:27]1[CH:26]=[C:25]([NH:24][C:17]2[C:16]3[C:21](=[CH:22][CH:23]=[C:14]([NH:13][C:10]4[O:11][CH2:12][C@@H:8]([C@H:6]([OH:5])[CH3:7])[N:9]=4)[CH:15]=3)[N:20]=[CH:19][N:18]=2)[CH:30]=[CH:29][C:28]=1[O:31][CH2:32][C:33]1[S:34][CH:35]=[CH:36][N:37]=1, predict the reactants needed to synthesize it. The reactants are: C([O:5][C@@H:6]([C@@H:8]1[CH2:12][O:11][C:10]([NH:13][C:14]2[CH:15]=[C:16]3[C:21](=[CH:22][CH:23]=2)[N:20]=[CH:19][N:18]=[C:17]3[NH:24][C:25]2[CH:30]=[CH:29][C:28]([O:31][CH2:32][C:33]3[S:34][CH:35]=[CH:36][N:37]=3)=[C:27]([Cl:38])[CH:26]=2)=[N:9]1)[CH3:7])(C)(C)C.C(O)(C(F)(F)F)=O. (7) Given the product [CH2:1]([O:3][C:4](=[O:17])[CH:5]([C:7]1[CH:12]=[CH:11][CH:10]=[C:9]([OH:13])[CH:8]=1)[CH3:6])[CH3:2], predict the reactants needed to synthesize it. The reactants are: [CH2:1]([O:3][C:4](=[O:17])[CH:5]([C:7]1[CH:12]=[CH:11][CH:10]=[C:9]([O:13]COC)[CH:8]=1)[CH3:6])[CH3:2].C(O)(C(F)(F)F)=O.C(=O)(O)[O-].[Na+]. (8) Given the product [N:1]1([C:7]2[CH:15]=[CH:14][C:10]([C:11]([OH:13])=[O:12])=[CH:9][C:8]=2[C:16]([F:17])([F:19])[F:18])[CH2:6][CH2:5][O:4][CH2:3][C:2]1=[O:23], predict the reactants needed to synthesize it. The reactants are: [N:1]1([C:7]2[CH:15]=[CH:14][C:10]([C:11]([OH:13])=[O:12])=[CH:9][C:8]=2[C:16]([F:19])([F:18])[F:17])[CH2:6][CH2:5][O:4][CH2:3][CH2:2]1.[OH-].[Na+].[Mn]([O-])(=O)(=O)=[O:23].[K+].S([O-])([O-])(=O)=S.[Na+].[Na+]. (9) Given the product [Cl:1][C:2]1[N:11]=[C:10]2[C:5]([CH:6]=[CH:7][C:8]([NH:12][CH:20]([C:19]3[CH:18]=[CH:17][CH:16]=[CH:15][C:14]=3[C:13]([OH:31])=[O:29])[CH2:21][C:22](=[O:28])[CH2:23][CH2:24][CH:25]([CH3:26])[CH3:27])=[N:9]2)=[CH:4][CH:3]=1, predict the reactants needed to synthesize it. The reactants are: [Cl:1][C:2]1[N:11]=[C:10]2[C:5]([CH:6]=[CH:7][C:8]([N:12]3[CH:20]([CH2:21][C:22](=[O:28])[CH2:23][CH2:24][CH:25]([CH3:27])[CH3:26])[C:19]4[C:14](=[CH:15][CH:16]=[CH:17][CH:18]=4)[C:13]3=[O:29])=[N:9]2)=[CH:4][CH:3]=1.C[O:31]CCOC.O1CCCC1.[OH-].[K+]. (10) Given the product [F:17][C:16]([F:18])=[CH:15][CH2:14][C@H:9]([NH:8][C:6](=[O:7])[O:5][C:1]([CH3:2])([CH3:4])[CH3:3])[CH2:10][OH:11], predict the reactants needed to synthesize it. The reactants are: [C:1]([O:5][C:6]([NH:8][C@@H:9]([CH2:14][CH:15]=[C:16]([F:18])[F:17])[C:10](OC)=[O:11])=[O:7])([CH3:4])([CH3:3])[CH3:2].[BH4-].[Li+].